From a dataset of Peptide-MHC class II binding affinity with 134,281 pairs from IEDB. Regression. Given a peptide amino acid sequence and an MHC pseudo amino acid sequence, predict their binding affinity value. This is MHC class II binding data. (1) The peptide sequence is DGLVRDANNYEQQEQ. The MHC is HLA-DQA10102-DQB10602 with pseudo-sequence HLA-DQA10102-DQB10602. The binding affinity (normalized) is 0.459. (2) The peptide sequence is TVWEQILNTWLVKPG. The MHC is HLA-DQA10401-DQB10402 with pseudo-sequence HLA-DQA10401-DQB10402. The binding affinity (normalized) is 0.151.